Dataset: Full USPTO retrosynthesis dataset with 1.9M reactions from patents (1976-2016). Task: Predict the reactants needed to synthesize the given product. (1) Given the product [N:1]1[CH:6]=[CH:5][CH:4]=[C:3]([CH2:7][NH:8][C:9]([C:11]2[S:15][C:14]([C:16]3[CH:20]=[CH:19][N:18]([CH2:23][C:24]4[CH:29]=[CH:28][C:27]([CH2:30][CH3:31])=[CH:26][CH:25]=4)[N:17]=3)=[N:13][C:12]=2[CH3:21])=[O:10])[CH:2]=1, predict the reactants needed to synthesize it. The reactants are: [N:1]1[CH:6]=[CH:5][CH:4]=[C:3]([CH2:7][NH:8][C:9]([C:11]2[S:15][C:14]([C:16]3[NH:17][N:18]=[CH:19][CH:20]=3)=[N:13][C:12]=2[CH3:21])=[O:10])[CH:2]=1.Br[CH2:23][C:24]1[CH:29]=[CH:28][C:27]([CH2:30][CH3:31])=[CH:26][CH:25]=1. (2) The reactants are: C(NC1N=C2C(N=C(OC)N2CCCN2CCN(C)CC2)=C(N)N=1)CCC.[CH2:28]([NH:32][C:33]1[N:41]=[C:40]2[C:36]([N:37]=[C:38]([O:46][CH3:47])[N:39]2[CH2:42][CH2:43][CH2:44]Cl)=[C:35]([NH2:48])[N:34]=1)[CH2:29][CH2:30][CH3:31].[CH3:49][C:50]([N:53]1[CH2:58][CH2:57][NH:56][CH2:55][CH2:54]1)([CH3:52])[CH3:51]. Given the product [CH2:28]([NH:32][C:33]1[N:41]=[C:40]2[C:36]([N:37]=[C:38]([O:46][CH3:47])[N:39]2[CH2:42][CH2:43][CH2:44][N:56]2[CH2:57][CH2:58][N:53]([C:50]([CH3:52])([CH3:51])[CH3:49])[CH2:54][CH2:55]2)=[C:35]([NH2:48])[N:34]=1)[CH2:29][CH2:30][CH3:31], predict the reactants needed to synthesize it. (3) Given the product [C:11]1([C:17]2[C:18]([O:20][CH3:21])=[CH:7][CH:6]=[CH:5][C:4]=2[CH:3]=[CH:2][C:1]([OH:10])=[O:28])[CH:12]=[CH:13][CH:14]=[CH:15][CH:16]=1, predict the reactants needed to synthesize it. The reactants are: [CH:1](=[O:10])[C:2]1[CH:7]=[CH:6][CH:5]=[C:4](OC)[CH:3]=1.[C:11]1([CH2:17][C:18]([OH:20])=O)[CH:16]=[CH:15][CH:14]=[CH:13][CH:12]=1.[CH2:21](N(CC)CC)C.[OH2:28]. (4) Given the product [CH2:24]([C:21]1[CH:20]=[N:19][C:18]([N:15]2[CH2:16][CH2:17][CH:12]([C@H:10]3[CH2:11][C@H:9]3[CH2:8][O:7][CH2:6][C:5]3[CH:26]=[CH:27][C:2]([NH2:68])=[CH:3][CH:4]=3)[CH2:13][CH2:14]2)=[N:23][CH:22]=1)[CH3:25], predict the reactants needed to synthesize it. The reactants are: Br[C:2]1[CH:27]=[CH:26][C:5]([CH2:6][O:7][CH2:8][C@@H:9]2[CH2:11][C@@H:10]2[CH:12]2[CH2:17][CH2:16][N:15]([C:18]3[N:23]=[CH:22][C:21]([CH2:24][CH3:25])=[CH:20][N:19]=3)[CH2:14][CH2:13]2)=[CH:4][CH:3]=1.CC(P(C(C)(C)C)C1C(C2C=CC=CC=2)=CC=CC=1)(C)C.CC([O-])(C)C.[Na+].C(=[NH:68])(C1C=CC=CC=1)C1C=CC=CC=1.C([O-])(=O)C.[Na+].Cl.NO. (5) Given the product [CH2:13]([O:20][C:21]1[CH:26]=[CH:25][C:24]([CH2:27][CH:28]([O:34][C:39]2[CH:40]=[CH:41][C:36]([F:35])=[CH:37][CH:38]=2)[C:29]([O:31][CH2:32][CH3:33])=[O:30])=[CH:23][CH:22]=1)[C:14]1[CH:19]=[CH:18][CH:17]=[CH:16][CH:15]=1, predict the reactants needed to synthesize it. The reactants are: N(C(OCC)=O)=NC(OCC)=O.[CH2:13]([O:20][C:21]1[CH:26]=[CH:25][C:24]([CH2:27][CH:28]([OH:34])[C:29]([O:31][CH2:32][CH3:33])=[O:30])=[CH:23][CH:22]=1)[C:14]1[CH:19]=[CH:18][CH:17]=[CH:16][CH:15]=1.[F:35][C:36]1[CH:41]=[CH:40][C:39](O)=[CH:38][CH:37]=1.C1(P(C2C=CC=CC=2)C2C=CC=CC=2)C=CC=CC=1. (6) Given the product [Cl-:1].[N:5]1([C:3](=[O:4])[CH2:2][P+:20]([C:21]2[CH:22]=[CH:23][CH:24]=[CH:25][CH:26]=2)([C:27]2[CH:32]=[CH:31][CH:30]=[CH:29][CH:28]=2)[C:14]2[CH:15]=[CH:16][CH:17]=[CH:18][CH:19]=2)[C:13]2[C:8](=[CH:9][CH:10]=[CH:11][CH:12]=2)[CH2:7][CH2:6]1, predict the reactants needed to synthesize it. The reactants are: [Cl:1][CH2:2][C:3]([N:5]1[C:13]2[C:8](=[CH:9][CH:10]=[CH:11][CH:12]=2)[CH2:7][CH2:6]1)=[O:4].[C:14]1([P:20]([C:27]2[CH:32]=[CH:31][CH:30]=[CH:29][CH:28]=2)[C:21]2[CH:26]=[CH:25][CH:24]=[CH:23][CH:22]=2)[CH:19]=[CH:18][CH:17]=[CH:16][CH:15]=1. (7) The reactants are: [C:1]([OH:6])(=[O:5])[CH:2]([CH3:4])[CH3:3].[CH2:7](O)[CH2:8][OH:9].S(=O)(=O)(O)O. Given the product [C:1]([O:6][CH2:7][CH2:8][OH:9])(=[O:5])[CH:2]([CH3:4])[CH3:3], predict the reactants needed to synthesize it. (8) Given the product [C:5]([O:10][C@@H:11]1[C@@H:19]([CH2:20][CH:21]2[CH2:26][CH2:25][CH2:24][CH2:23][CH2:22]2)[C:18](=[O:27])[O:17][CH2:16][C@H:15]([NH:28][C:29](=[O:39])[C:30]2[C:35]([O:36][C:1](=[O:3])[CH3:2])=[C:34]([O:37][CH3:38])[CH:33]=[CH:32][N:31]=2)[C:14](=[O:40])[O:13][C@H:12]1[CH3:41])(=[O:9])[CH:6]([CH3:7])[CH3:8], predict the reactants needed to synthesize it. The reactants are: [C:1](Cl)(=[O:3])[CH3:2].[C:5]([O:10][C@@H:11]1[C@@H:19]([CH2:20][CH:21]2[CH2:26][CH2:25][CH2:24][CH2:23][CH2:22]2)[C:18](=[O:27])[O:17][CH2:16][C@H:15]([NH:28][C:29](=[O:39])[C:30]2[C:35]([OH:36])=[C:34]([O:37][CH3:38])[CH:33]=[CH:32][N:31]=2)[C:14](=[O:40])[O:13][C@H:12]1[CH3:41])(=[O:9])[CH:6]([CH3:8])[CH3:7].N1C=CC=CC=1. (9) Given the product [Br:1][C:2]1[C:7]2[O:8][CH2:9][O:10][C:6]=2[C:5]([O:11][C:13]2[C:18]3[CH:19]=[CH:20][O:21][C:17]=3[CH:16]=[CH:15][N:14]=2)=[CH:4][CH:3]=1, predict the reactants needed to synthesize it. The reactants are: [Br:1][C:2]1[C:7]2[O:8][CH2:9][O:10][C:6]=2[C:5]([OH:11])=[CH:4][CH:3]=1.Cl[C:13]1[C:18]2[CH:19]=[CH:20][O:21][C:17]=2[CH:16]=[CH:15][N:14]=1.C(=O)([O-])[O-].[Cs+].[Cs+].C(OCC)(=O)C. (10) Given the product [C:57]([O:61][C:62]([NH:64][CH2:65][C:66]1[CH:87]=[CH:86][C:69]2[N:70]([CH2:75][CH2:76][CH2:77][CH2:78][O:79][C:80](=[O:85])[C:81]([CH3:84])([CH3:83])[CH3:82])[C:71]([CH2:73][N:45]3[C:46]4[C:51](=[CH:50][CH:49]=[CH:48][CH:47]=4)[C:52](=[O:53])[N:43]([CH2:42][C:41]([F:40])([F:55])[F:56])[C:44]3=[O:54])=[N:72][C:68]=2[CH:67]=1)=[O:63])([CH3:60])([CH3:58])[CH3:59], predict the reactants needed to synthesize it. The reactants are: C(OC(=O)NCC1C=CC2N(CCC(C)C)C(CN3C4C(=CC=CC=4)C(=O)N(C4CC4)C3=O)=NC=2C=1)(C)(C)C.[F:40][C:41]([F:56])([F:55])[CH2:42][N:43]1[C:52](=[O:53])[C:51]2[C:46](=[CH:47][CH:48]=[CH:49][CH:50]=2)[NH:45][C:44]1=[O:54].[C:57]([O:61][C:62]([NH:64][CH2:65][C:66]1[CH:87]=[CH:86][C:69]2[N:70]([CH2:75][CH2:76][CH2:77][CH2:78][O:79][C:80](=[O:85])[C:81]([CH3:84])([CH3:83])[CH3:82])[C:71]([CH2:73]Cl)=[N:72][C:68]=2[CH:67]=1)=[O:63])([CH3:60])([CH3:59])[CH3:58].Cl.